This data is from Full USPTO retrosynthesis dataset with 1.9M reactions from patents (1976-2016). The task is: Predict the reactants needed to synthesize the given product. (1) Given the product [CH3:13][C:11]1[C:7]2[C:5](=[CH:4][CH:3]=[C:2]([CH3:1])[CH:8]=2)[N:6]=[CH:10][CH:9]=1, predict the reactants needed to synthesize it. The reactants are: [CH3:1][C:2]1[CH:8]=[CH:7][C:5]([NH2:6])=[CH:4][CH:3]=1.[CH:9]([C:11]([CH3:13])=O)=[CH2:10]. (2) The reactants are: [F:1][C:2]1[CH:15]=[CH:14][C:5]([CH2:6][N:7]2[CH2:12][CH2:11][NH:10][C@H:9]([CH3:13])[CH2:8]2)=[CH:4][CH:3]=1.[C:16](Cl)(=[O:19])[CH:17]=[CH2:18].CC1OC(CC2CCN(C(=O)C=C)CC2)=NN=1. Given the product [F:1][C:2]1[CH:15]=[CH:14][C:5]([CH2:6][N:7]2[CH2:12][CH2:11][N:10]([C:16](=[O:19])[CH:17]=[CH2:18])[C@H:9]([CH3:13])[CH2:8]2)=[CH:4][CH:3]=1, predict the reactants needed to synthesize it. (3) Given the product [CH2:1]([O:3][C:4](=[O:18])[C@@H:5]([O:14][CH2:15][CH2:16][CH3:17])[CH2:6][C:7]1[CH:8]=[CH:9][C:10]([O:13][CH2:33][CH2:32][CH2:31][O:30][C:29]2[CH:35]=[CH:36][C:26]([O:19][C:20]3[CH:25]=[CH:24][CH:23]=[CH:22][CH:21]=3)=[CH:27][CH:28]=2)=[CH:11][CH:12]=1)[CH3:2], predict the reactants needed to synthesize it. The reactants are: [CH2:1]([O:3][C:4](=[O:18])[C@@H:5]([O:14][CH2:15][CH2:16][CH3:17])[CH2:6][C:7]1[CH:12]=[CH:11][C:10]([OH:13])=[CH:9][CH:8]=1)[CH3:2].[O:19]([C:26]1[CH:36]=[CH:35][C:29]([O:30][CH2:31][CH2:32][CH2:33]Br)=[CH:28][CH:27]=1)[C:20]1[CH:25]=[CH:24][CH:23]=[CH:22][CH:21]=1. (4) Given the product [CH2:1]([C:3]1[C:12]2[C:7](=[CH:8][CH:9]=[C:10]([O:13][S:27]([C:30]([F:33])([F:32])[F:31])(=[O:29])=[O:28])[CH:11]=2)[N:6]=[CH:5][CH:4]=1)[CH3:2], predict the reactants needed to synthesize it. The reactants are: [CH2:1]([C:3]1[C:12]2[C:7](=[CH:8][CH:9]=[C:10]([OH:13])[CH:11]=2)[N:6]=[CH:5][CH:4]=1)[CH3:2].C(=O)([O-])[O-].[K+].[K+].C1C=CC(N([S:27]([C:30]([F:33])([F:32])[F:31])(=[O:29])=[O:28])[S:27]([C:30]([F:33])([F:32])[F:31])(=[O:29])=[O:28])=CC=1. (5) Given the product [Br:19][C:20]1[CH:21]=[C:22]([CH:26]=[C:27]([Br:31])[C:28]=1[O:29][CH3:30])[C:23]([N:1]1[CH2:6][CH2:5][O:4][C:3]2[N:7]=[CH:8][C:9]([C:11]3[CH:18]=[CH:17][C:14]([C:15]#[N:16])=[CH:13][CH:12]=3)=[CH:10][C:2]1=2)=[O:24], predict the reactants needed to synthesize it. The reactants are: [NH:1]1[CH2:6][CH2:5][O:4][C:3]2[N:7]=[CH:8][C:9]([C:11]3[CH:18]=[CH:17][C:14]([C:15]#[N:16])=[CH:13][CH:12]=3)=[CH:10][C:2]1=2.[Br:19][C:20]1[CH:21]=[C:22]([CH:26]=[C:27]([Br:31])[C:28]=1[O:29][CH3:30])[C:23](Cl)=[O:24].C(N(CC)CC)C. (6) Given the product [NH2:12][C:13]1[C:14]([C:18]2[N:19]([CH2:29][CH3:30])[C:20]3[C:25]([CH2:26][NH:11][CH:8]4[CH2:7][CH2:6][N:5]([CH2:4][CH2:3][O:2][CH3:1])[CH2:10][CH2:9]4)=[CH:24][N:23]=[CH:22][C:21]=3[N:28]=2)=[N:15][O:16][N:17]=1, predict the reactants needed to synthesize it. The reactants are: [CH3:1][O:2][CH2:3][CH2:4][N:5]1[CH2:10][CH2:9][CH:8]([NH2:11])[CH2:7][CH2:6]1.[NH2:12][C:13]1[C:14]([C:18]2[N:19]([CH2:29][CH3:30])[C:20]3[C:25]([CH:26]=O)=[CH:24][N:23]=[CH:22][C:21]=3[N:28]=2)=[N:15][O:16][N:17]=1.